Dataset: Forward reaction prediction with 1.9M reactions from USPTO patents (1976-2016). Task: Predict the product of the given reaction. (1) Given the reactants [C:1]([N:4]1[C:13]2[C:8](=[CH:9][C:10](Br)=[CH:11][CH:12]=2)[C@H:7]([NH:15][C:16](=[O:25])[O:17][CH2:18][C:19]2[CH:24]=[CH:23][CH:22]=[CH:21][CH:20]=2)[C@@H:6]([CH3:26])[C@@H:5]1[CH:27]1[CH2:29][CH2:28]1)(=[O:3])[CH3:2].O.[CH3:31][O:32][CH2:33][CH2:34][N:35]1[CH:39]=[C:38](B2OC(C)(C)C(C)(C)O2)[CH:37]=[N:36]1.C(=O)([O-])[O-].[K+].[K+], predict the reaction product. The product is: [C:1]([N:4]1[C:13]2[C:8](=[CH:9][C:10]([C:38]3[CH:37]=[N:36][N:35]([CH2:34][CH2:33][O:32][CH3:31])[CH:39]=3)=[CH:11][CH:12]=2)[C@H:7]([NH:15][C:16](=[O:25])[O:17][CH2:18][C:19]2[CH:24]=[CH:23][CH:22]=[CH:21][CH:20]=2)[C@@H:6]([CH3:26])[C@@H:5]1[CH:27]1[CH2:29][CH2:28]1)(=[O:3])[CH3:2]. (2) Given the reactants [Cl:1][C:2]1[CH:3]=[C:4]([C:8]#[C:9][C:10]2[N:11]=[C:12]([CH3:15])[NH:13][CH:14]=2)[CH:5]=[CH:6][CH:7]=1.F[C:17]1[CH:22]=[C:21]([CH3:23])[CH:20]=[CH:19][N:18]=1, predict the reaction product. The product is: [Cl:1][C:2]1[CH:3]=[C:4]([C:8]#[C:9][C:10]2[N:11]=[C:12]([CH3:15])[N:13]([C:17]3[CH:22]=[C:21]([CH3:23])[CH:20]=[CH:19][N:18]=3)[CH:14]=2)[CH:5]=[CH:6][CH:7]=1. (3) Given the reactants [CH3:1][O:2][C:3](=[O:12])[C:4]1[CH:9]=[CH:8][C:7]([NH2:10])=[C:6]([NH2:11])[CH:5]=1.[C:13]1([C:19]([C:31]2[CH:36]=[CH:35][CH:34]=[CH:33][CH:32]=2)([C:25]2[CH:30]=[CH:29][CH:28]=[CH:27][CH:26]=2)[S:20][CH2:21][C:22]([OH:24])=O)[CH:18]=[CH:17][CH:16]=[CH:15][CH:14]=1.[CH:46]1(N=C=N[CH:46]2[CH2:51][CH2:50][CH2:49][CH2:48][CH2:47]2)[CH2:51][CH2:50][CH2:49][CH2:48][CH2:47]1, predict the reaction product. The product is: [CH3:1][O:2][C:3](=[O:12])[C:4]1[CH:9]=[CH:8][C:7]([NH:10][C:22](=[O:24])[CH2:21][S:20][C:19]([C:31]2[CH:36]=[CH:35][CH:34]=[CH:33][CH:32]=2)([C:13]2[CH:18]=[CH:17][CH:16]=[CH:15][CH:14]=2)[C:25]2[CH:30]=[CH:29][CH:28]=[CH:27][CH:26]=2)=[C:6]([NH:11][C:22](=[O:24])[CH2:21][S:20][C:19]([C:46]2[CH:47]=[CH:48][CH:49]=[CH:50][CH:51]=2)([C:13]2[CH:18]=[CH:17][CH:16]=[CH:15][CH:14]=2)[C:25]2[CH:30]=[CH:29][CH:28]=[CH:27][CH:26]=2)[CH:5]=1. (4) Given the reactants C(OC(=O)/C=C/C1C=[CH:13][CH:12]=[C:11](/[CH:15]=[CH:16]/[C:17]([C:19]2[CH:24]=[CH:23][CH:22]=[C:21]([N:25]3[CH2:30][CH2:29][N:28]([CH:31]([CH3:33])[CH3:32])[CH2:27][CH2:26]3)[CH:20]=2)=[O:18])[N:10]=1)(C)(C)C.[C:35]([OH:41])([C:37]([F:40])([F:39])[F:38])=[O:36].C1C=CC2[N:50]([OH:51])N=NC=2C=1.C(Cl)CCl.NO[CH:58]1[CH2:63][CH2:62][CH2:61][CH2:60][O:59]1, predict the reaction product. The product is: [OH:51][NH:50][C:60](=[O:59])/[CH:61]=[CH:62]/[C:63]1[CH:58]=[CH:13][CH:12]=[C:11](/[CH:15]=[CH:16]/[C:17]([C:19]2[CH:24]=[CH:23][CH:22]=[C:21]([N:25]3[CH2:30][CH2:29][N:28]([CH:31]([CH3:33])[CH3:32])[CH2:27][CH2:26]3)[CH:20]=2)=[O:18])[N:10]=1.[F:38][C:37]([F:40])([F:39])[C:35]([O-:41])=[O:36]. (5) Given the reactants CS(Cl)(=O)=O.[CH3:6][C:7]1[N:12]=[C:11]([CH2:13][OH:14])[CH:10]=[CH:9][CH:8]=1.C(N(CC)C(C)C)(C)C.[Cl:24][C:25]1[CH:30]=[C:29]([NH:31][C:32]2[C:41]3[C:36](=[CH:37][CH:38]=[CH:39][C:40]=3[O:42][CH2:43][CH:44]3[CH2:49][CH2:48][N:47]([C:50](=[O:53])[CH2:51][OH:52])[CH2:46][CH2:45]3)[N:35]=[CH:34][N:33]=2)[CH:28]=[CH:27][C:26]=1O.C(=O)([O-])[O-].[K+].[K+], predict the reaction product. The product is: [Cl:24][C:25]1[CH:30]=[C:29]([NH:31][C:32]2[C:41]3[C:36](=[CH:37][CH:38]=[CH:39][C:40]=3[O:42][CH2:43][CH:44]3[CH2:45][CH2:46][N:47]([C:50](=[O:53])[CH2:51][OH:52])[CH2:48][CH2:49]3)[N:35]=[CH:34][N:33]=2)[CH:28]=[CH:27][C:26]=1[O:14][CH2:13][C:11]1[CH:10]=[CH:9][CH:8]=[C:7]([CH3:6])[N:12]=1.